Predict the reactants needed to synthesize the given product. From a dataset of Full USPTO retrosynthesis dataset with 1.9M reactions from patents (1976-2016). (1) Given the product [CH3:38][O:39][C:40]1[CH:47]=[CH:46][C:43]([CH:44]2[CH2:45][C:3]3=[C:4]([C:9]([O:11][CH3:12])=[O:10])[C:5]([OH:8])=[CH:6][CH:7]=[C:2]3[O:1]2)=[CH:42][CH:41]=1, predict the reactants needed to synthesize it. The reactants are: [O:1]=[C:2]1[CH:7]=[CH:6][C:5](=[O:8])[C:4]([C:9]([O:11][CH3:12])=[O:10])=[CH:3]1.FC(F)(F)S([O-])(=O)=O.[Yb+3].FC(F)(F)S([O-])(=O)=O.FC(F)(F)S([O-])(=O)=O.[CH3:38][O:39][C:40]1[CH:47]=[CH:46][C:43]([CH:44]=[CH2:45])=[CH:42][CH:41]=1. (2) Given the product [NH2:1][C:2]1[CH:7]=[CH:6][N:5]([C@H:8]2[C@@H:9]([F:24])[C@H:10]([OH:11])[C@@H:15]([CH2:14][OH:13])[O:16][CH2:17]2)[C:4](=[O:25])[N:3]=1, predict the reactants needed to synthesize it. The reactants are: [NH2:1][C:2]1[CH:7]=[CH:6][N:5]([C@@H:8]2[CH2:17][O:16][C@H:15]3[C@@H:10]([O:11]C(C4C=CC=CC=4)[O:13][CH2:14]3)[C@@H:9]2[F:24])[C:4](=[O:25])[N:3]=1. (3) Given the product [Br:3][C:4]1[CH:16]=[C:15]2[C:7]([C:8]3[C:9](=[O:17])[CH2:10][CH2:11][CH2:12][C:13]=3[N:14]2[CH3:18])=[CH:6][CH:5]=1, predict the reactants needed to synthesize it. The reactants are: [H-].[Na+].[Br:3][C:4]1[CH:16]=[C:15]2[C:7]([C:8]3[C:9](=[O:17])[CH2:10][CH2:11][CH2:12][C:13]=3[NH:14]2)=[CH:6][CH:5]=1.[CH3:18]I. (4) Given the product [CH3:4][N:5]([CH2:32][CH2:33][N:34]1[CH2:39][CH2:38][O:37][CH2:36][CH2:35]1)[C:6]1[S:7][C:8]([CH2:47][N:42]2[CH2:43][CH2:44][O:3][CH2:1][CH2:2]2)=[C:9]([C:11]2[CH:31]=[CH:30][C:14]([O:15][CH2:16][CH2:17][CH2:18][CH2:19][CH2:20][O:21][C:22]3[CH:29]=[CH:28][C:25]([C:26]#[N:27])=[CH:24][CH:23]=3)=[CH:13][CH:12]=2)[N:10]=1, predict the reactants needed to synthesize it. The reactants are: [CH2:1]([OH:3])[CH3:2].[CH3:4][N:5]([CH2:32][CH2:33][N:34]1[CH2:39][CH2:38][O:37][CH2:36][CH2:35]1)[C:6]1[S:7][CH:8]=[C:9]([C:11]2[CH:31]=[CH:30][C:14]([O:15][CH2:16][CH2:17][CH2:18][CH2:19][CH2:20][O:21][C:22]3[CH:29]=[CH:28][C:25]([C:26]#[N:27])=[CH:24][CH:23]=3)=[CH:13][CH:12]=2)[N:10]=1.C=O.[NH:42]1[CH2:47]CO[CH2:44][CH2:43]1. (5) Given the product [CH:1]([C:4]1[CH:5]=[CH:6][C:7]([C:10]2[N:14]([CH2:15][CH2:16][O:17][CH3:18])[C:13]3[C:19]([O:33][CH3:34])=[CH:20][C:21]([CH2:23][C:25]4[CH:30]=[CH:29][CH:28]=[CH:27][C:26]=4[S:31][CH3:32])=[CH:22][C:12]=3[N:11]=2)=[CH:8][CH:9]=1)([CH3:3])[CH3:2], predict the reactants needed to synthesize it. The reactants are: [CH:1]([C:4]1[CH:9]=[CH:8][C:7]([C:10]2[N:14]([CH2:15][CH2:16][O:17][CH3:18])[C:13]3[C:19]([O:33][CH3:34])=[CH:20][C:21]([CH:23]([C:25]4[CH:30]=[CH:29][CH:28]=[CH:27][C:26]=4[S:31][CH3:32])O)=[CH:22][C:12]=3[N:11]=2)=[CH:6][CH:5]=1)([CH3:3])[CH3:2].II.[PH2](=O)O.C(OCC)(=O)C. (6) The reactants are: C([C@H]1COC(=O)N1[C:14](=[O:24])[C@H:15]([C:17]1[CH:22]=[CH:21][C:20]([F:23])=[CH:19][CH:18]=1)[CH3:16])C1C=CC=CC=1.[BH4-].[Na+]. Given the product [F:23][C:20]1[CH:19]=[CH:18][C:17]([C@H:15]([CH3:16])[CH2:14][OH:24])=[CH:22][CH:21]=1, predict the reactants needed to synthesize it. (7) Given the product [N+:21]([C:18]1[CH:19]=[CH:20][C:15]([N:11]2[CH2:10][CH2:9][N:8]([C:1]([O:3][C:4]([CH3:7])([CH3:6])[CH3:5])=[O:2])[CH2:13][CH2:12]2)=[N:16][CH:17]=1)([O-:23])=[O:22], predict the reactants needed to synthesize it. The reactants are: [C:1]([N:8]1[CH2:13][CH2:12][NH:11][CH2:10][CH2:9]1)([O:3][C:4]([CH3:7])([CH3:6])[CH3:5])=[O:2].Cl[C:15]1[CH:20]=[CH:19][C:18]([N+:21]([O-:23])=[O:22])=[CH:17][N:16]=1.C(=O)([O-])[O-].[K+].[K+].CCN(C(C)C)C(C)C. (8) Given the product [Cl:1][C:2]1[N:10]=[C:9]([CH3:11])[CH:8]=[CH:7][C:3]=1[C:4]([O:6][CH3:12])=[O:5], predict the reactants needed to synthesize it. The reactants are: [Cl:1][C:2]1[N:10]=[C:9]([CH3:11])[CH:8]=[CH:7][C:3]=1[C:4]([OH:6])=[O:5].[C:12](Cl)(=O)C(Cl)=O.